From a dataset of Full USPTO retrosynthesis dataset with 1.9M reactions from patents (1976-2016). Predict the reactants needed to synthesize the given product. (1) Given the product [ClH:31].[C:28]([NH:1][C:2]1[CH:3]=[C:4]([C:8]2[C:16]3[O:15][C:14]([C:17]([NH:19][C@@H:20]4[CH:25]5[CH2:24][CH2:23][N:22]([CH2:27][CH2:26]5)[CH2:21]4)=[O:18])=[CH:13][C:12]=3[CH:11]=[CH:10][CH:9]=2)[CH:5]=[CH:6][CH:7]=1)(=[O:30])[CH3:29], predict the reactants needed to synthesize it. The reactants are: [NH2:1][C:2]1[CH:3]=[C:4]([C:8]2[C:16]3[O:15][C:14]([C:17]([NH:19][C@@H:20]4[CH:25]5[CH2:26][CH2:27][N:22]([CH2:23][CH2:24]5)[CH2:21]4)=[O:18])=[CH:13][C:12]=3[CH:11]=[CH:10][CH:9]=2)[CH:5]=[CH:6][CH:7]=1.[C:28]([Cl:31])(=[O:30])[CH3:29].C(N(CC)CC)C. (2) Given the product [Br:3][C:4]1[CH:5]=[C:6]([C:18]([NH:23][CH2:24][C:25]2[C:26](=[O:33])[NH:27][C:28]([CH3:32])=[CH:29][C:30]=2[CH3:31])=[O:20])[C:7]2[CH:12]=[N:11][N:10]([CH:13]3[CH2:14][CH2:15][O:50][CH2:16][CH2:17]3)[C:8]=2[N:9]=1, predict the reactants needed to synthesize it. The reactants are: [OH-].[Na+].[Br:3][C:4]1[CH:5]=[C:6]([C:18]([O:20]CC)=O)[C:7]2[CH:12]=[N:11][N:10]([CH:13]3[CH2:17][CH2:16][CH2:15][CH2:14]3)[C:8]=2[N:9]=1.[NH2:23][CH2:24][C:25]1[C:26](=[O:33])[NH:27][C:28]([CH3:32])=[CH:29][C:30]=1[CH3:31].C1CN([P+]([O:50]N2N=NC3C=CC=CC2=3)(N2CCCC2)N2CCCC2)CC1.F[P-](F)(F)(F)(F)F.